Dataset: Plasma protein binding rate (PPBR) regression data from AstraZeneca. Task: Regression/Classification. Given a drug SMILES string, predict its absorption, distribution, metabolism, or excretion properties. Task type varies by dataset: regression for continuous measurements (e.g., permeability, clearance, half-life) or binary classification for categorical outcomes (e.g., BBB penetration, CYP inhibition). For this dataset (ppbr_az), we predict Y. (1) The drug is CN[C@@H](C)C(=O)N[C@H](C(=O)N[C@H]1CCCN(CCc2ccccc2)C1)C1CCCCC1. The Y is 67.1 %. (2) The molecule is O=c1cc(N2CCOCC2)nc(NCc2cccc(Cl)c2Cl)[nH]1. The Y is 97.9 %. (3) The molecule is COc1ccc2c(C)cc(N[C@H]3CC[C@H](NCc4cn(C)c5cccnc45)C3)nc2c1. The Y is 97.4 %. (4) The compound is COc1cc2nnc(C(N)=O)c(Nc3cccc(Cl)c3F)c2cc1N1CCN(C)CC1. The Y is 92.2 %. (5) The compound is Cc1noc(C)c1-c1ccc(CNS(=O)(=O)c2c(C)noc2C)cc1. The Y is 92.5 %. (6) The compound is C[C@H](CO)Nc1nc(SCc2ccco2)nc2nc(N)sc12. The Y is 88.3 %. (7) The drug is O=C(c1cccc(Cc2nnc(O)c3ccccc23)c1)N1CCOCC1. The Y is 58.5 %.